This data is from Full USPTO retrosynthesis dataset with 1.9M reactions from patents (1976-2016). The task is: Predict the reactants needed to synthesize the given product. (1) Given the product [CH2:16]([C:6]1([CH2:5][CH2:4][CH2:3][CH2:2][N:29]2[CH2:28][CH2:27][N:26]([C:22]3[CH:23]=[CH:24][CH:25]=[C:20]([O:19][CH3:18])[CH:21]=3)[CH2:31][CH2:30]2)[C:14]2[C:9](=[CH:10][CH:11]=[CH:12][CH:13]=2)[NH:8][C:7]1=[O:15])[CH3:17], predict the reactants needed to synthesize it. The reactants are: Cl[CH2:2][CH2:3][CH2:4][CH2:5][C:6]1([CH2:16][CH3:17])[C:14]2[C:9](=[CH:10][CH:11]=[CH:12][CH:13]=2)[NH:8][C:7]1=[O:15].[CH3:18][O:19][C:20]1[CH:21]=[C:22]([N:26]2[CH2:31][CH2:30][NH:29][CH2:28][CH2:27]2)[CH:23]=[CH:24][CH:25]=1. (2) Given the product [O:4]=[C:5]1[CH2:6][CH2:7][N:8]([C:11]2[CH:21]=[CH:20][C:14]([C:15]([O:17][CH2:18][CH3:19])=[O:16])=[CH:13][CH:12]=2)[CH2:9][CH2:10]1, predict the reactants needed to synthesize it. The reactants are: O1[C:5]2([CH2:10][CH2:9][N:8]([C:11]3[CH:21]=[CH:20][C:14]([C:15]([O:17][CH2:18][CH3:19])=[O:16])=[CH:13][CH:12]=3)[CH2:7][CH2:6]2)[O:4]CC1. (3) Given the product [F:7][C:8]1[CH:9]=[CH:10][C:11]([C:14]2[CH:15]=[N:16][O:17][C:18]=2[CH2:19][OH:20])=[CH:12][CH:13]=1, predict the reactants needed to synthesize it. The reactants are: [H-].[H-].[H-].[H-].[Li+].[Al+3].[F:7][C:8]1[CH:13]=[CH:12][C:11]([C:14]2[CH:15]=[N:16][O:17][C:18]=2[C:19](OCC)=[O:20])=[CH:10][CH:9]=1. (4) Given the product [Br:1][C:2]1[CH:3]=[C:4]2[C:8](=[CH:9][C:10]=1[O:11][CH2:12][C:13]([CH3:15])=[CH2:14])[N:7]([CH3:23])[C:6]([C:16]([O:18][CH2:19][CH3:20])=[O:17])=[CH:5]2, predict the reactants needed to synthesize it. The reactants are: [Br:1][C:2]1[CH:3]=[C:4]2[C:8](=[CH:9][C:10]=1[O:11][CH2:12][C:13]([CH3:15])=[CH2:14])[NH:7][C:6]([C:16]([O:18][CH2:19][CH3:20])=[O:17])=[CH:5]2.[H-].[Na+].[CH3:23]I.[NH4+].[Cl-]. (5) Given the product [C:1]([O:5][C:6]([N:8]1[CH2:13][CH2:12][CH:11]([CH2:14][C:16]#[N:18])[CH2:10][CH2:9]1)=[O:7])([CH3:4])([CH3:3])[CH3:2], predict the reactants needed to synthesize it. The reactants are: [C:1]([O:5][C:6]([N:8]1[CH2:13][CH2:12][CH:11]([CH2:14]O)[CH2:10][CH2:9]1)=[O:7])([CH3:4])([CH3:3])[CH3:2].[CH2:16]([N:18](CC)CC)C.CS(Cl)(=O)=O.[C-]#N.[K+].